From a dataset of Full USPTO retrosynthesis dataset with 1.9M reactions from patents (1976-2016). Predict the reactants needed to synthesize the given product. (1) Given the product [CH:17]([NH:16][N:15]1[C:6]2[C:5]3[CH:4]=[CH:3][C:2]([C:35]4[CH:34]=[CH:33][CH:32]=[C:31]([C:29]([N:23]5[CH2:28][CH2:27][O:26][CH2:25][CH2:24]5)=[O:30])[CH:36]=4)=[CH:11][C:10]=3[N:9]=[C:8]([NH2:12])[C:7]=2[N:13]=[C:14]1[CH2:20][CH2:21][CH3:22])([CH3:19])[CH3:18], predict the reactants needed to synthesize it. The reactants are: Br[C:2]1[CH:3]=[CH:4][C:5]2[C:6]3[N:15]([NH:16][CH:17]([CH3:19])[CH3:18])[C:14]([CH2:20][CH2:21][CH3:22])=[N:13][C:7]=3[C:8]([NH2:12])=[N:9][C:10]=2[CH:11]=1.[N:23]1([C:29]([C:31]2[CH:32]=[C:33](B(O)O)[CH:34]=[CH:35][CH:36]=2)=[O:30])[CH2:28][CH2:27][O:26][CH2:25][CH2:24]1.C(=O)([O-])[O-].[Na+].[Na+].O. (2) Given the product [Cl:1][C:2]1[N:7]=[C:6]([NH:30][C:27]2[CH:26]=[C:25]([O:24][CH:21]([CH3:23])[CH3:22])[NH:29][N:28]=2)[C:5]([N+:9]([O-:11])=[O:10])=[CH:4][N:3]=1, predict the reactants needed to synthesize it. The reactants are: [Cl:1][C:2]1[N:7]=[C:6](Cl)[C:5]([N+:9]([O-:11])=[O:10])=[CH:4][N:3]=1.CCN(C(C)C)C(C)C.[CH:21]([O:24][C:25]1[NH:29][N:28]=[C:27]([NH2:30])[CH:26]=1)([CH3:23])[CH3:22]. (3) Given the product [F:34][C:35]1[CH:36]=[C:37]([C:44]([CH3:65])([CH3:64])[CH2:45][C:46]([OH:63])([C:59]([F:60])([F:62])[F:61])[CH2:47][NH:48][C:49]2[CH:58]=[CH:57][CH:56]=[C:55]3[C:50]=2[CH:51]=[CH:52][CH:53]=[N:54]3)[C:38]2[O:42][CH2:41][CH2:40][C:39]=2[CH:43]=1, predict the reactants needed to synthesize it. The reactants are: FC1C=C(C(C)(C)CC(O)(C(F)(F)F)C=O)C2OCCC=2C=1.NC1C=CC=C2C=1C=CC=N2.[F:34][C:35]1[CH:36]=[C:37]([C:44]([CH3:65])([CH3:64])[CH2:45][C:46]([OH:63])([C:59]([F:62])([F:61])[F:60])[CH:47]=[N:48][C:49]2[CH:58]=[CH:57][CH:56]=[C:55]3[C:50]=2[CH:51]=[CH:52][CH:53]=[N:54]3)[C:38]2[O:42][CH2:41][CH2:40][C:39]=2[CH:43]=1.[BH4-].[Na+]. (4) Given the product [CH2:26]([NH:25][C:23]([N:20]1[CH2:19][CH2:18][CH:17]([N:7]([C:4](=[O:6])[CH3:5])[C:8]2[CH:13]=[CH:12][C:11]([CH2:14][CH2:15][NH:16][CH2:50][C@H:48]([OH:49])[CH2:47][O:46][C:45]3[CH:51]=[CH:52][C:42]([OH:41])=[CH:43][CH:44]=3)=[CH:10][CH:9]=2)[CH2:22][CH2:21]1)=[O:24])[CH2:27][CH2:28][CH2:29][CH2:30][CH2:31][CH2:32][CH3:33], predict the reactants needed to synthesize it. The reactants are: C(O)=O.[C:4]([N:7]([CH:17]1[CH2:22][CH2:21][N:20]([C:23]([NH:25][CH2:26][CH2:27][CH2:28][CH2:29][CH2:30][CH2:31][CH2:32][CH3:33])=[O:24])[CH2:19][CH2:18]1)[C:8]1[CH:13]=[CH:12][C:11]([CH2:14][CH2:15][NH2:16])=[CH:10][CH:9]=1)(=[O:6])[CH3:5].C([O:41][C:42]1[CH:52]=[CH:51][C:45]([O:46][CH2:47][C@@H:48]2[CH2:50][O:49]2)=[CH:44][CH:43]=1)C1C=CC=CC=1. (5) Given the product [C:1]([C:3]1[CH:8]=[CH:7][C:6]([NH:9][C:10]2[N:15]=[C:14]([NH:16][CH2:17][CH2:18][CH3:19])[C:13]([C:20]([OH:22])=[O:21])=[CH:12][N:11]=2)=[CH:5][CH:4]=1)#[N:2], predict the reactants needed to synthesize it. The reactants are: [C:1]([C:3]1[CH:8]=[CH:7][C:6]([NH:9][C:10]2[N:15]=[C:14]([NH:16][CH2:17][CH2:18][CH3:19])[C:13]([C:20]([O:22]CC)=[O:21])=[CH:12][N:11]=2)=[CH:5][CH:4]=1)#[N:2].Cl. (6) Given the product [CH2:1]([C:5]1=[CH:6][N:7]([C:21]([CH3:23])([CH3:22])[CH3:24])[S:8]/[C:9]/1=[N:10]\[C:11](=[O:20])[C:12]1[CH:17]=[C:16]([Cl:18])[CH:15]=[CH:14][C:13]=1[O:19][CH2:28][C:29]#[N:30])[CH2:2][CH2:3][CH3:4], predict the reactants needed to synthesize it. The reactants are: [CH2:1]([C:5]1=[CH:6][N:7]([C:21]([CH3:24])([CH3:23])[CH3:22])[S:8]/[C:9]/1=[N:10]\[C:11](=[O:20])[C:12]1[CH:17]=[C:16]([Cl:18])[CH:15]=[CH:14][C:13]=1[OH:19])[CH2:2][CH2:3][CH3:4].[H-].[Na+].Br[CH2:28][C:29]#[N:30].